From a dataset of Reaction yield outcomes from USPTO patents with 853,638 reactions. Predict the reaction yield, written as a fraction of the theoretical maximum amount of product (1.0 means a 100% yield; for example, 0.34 means a 34% yield). (1) The reactants are [CH3:1][CH:2]([CH3:38])[C@@H:3]([NH:11][C:12]([C:14]1[C:22]2[C:17](=[N:18][CH:19]=[C:20]([O:23][C:24]3[CH:29]=[CH:28][CH:27]=[CH:26][CH:25]=3)[N:21]=2)[N:16](COCC[Si](C)(C)C)[CH:15]=1)=[O:13])[C:4]([N:6]1[CH2:10][CH2:9][CH2:8][CH2:7]1)=[O:5].FC(F)(F)C(O)=O. The catalyst is ClCCl. The product is [CH3:1][CH:2]([CH3:38])[C@@H:3]([NH:11][C:12]([C:14]1[C:22]2[C:17](=[N:18][CH:19]=[C:20]([O:23][C:24]3[CH:25]=[CH:26][CH:27]=[CH:28][CH:29]=3)[N:21]=2)[NH:16][CH:15]=1)=[O:13])[C:4]([N:6]1[CH2:7][CH2:8][CH2:9][CH2:10]1)=[O:5]. The yield is 0.460. (2) The reactants are [Cl:1][C:2]1[CH:3]=[N:4][CH:5]=[C:6]([Cl:17])[C:7]=1[N:8]1[CH2:13][CH2:12][CH:11]([C:14]([NH2:16])=[O:15])[CH2:10][CH2:9]1.OO.FC(F)(F)C(OC(=O)C(F)(F)F)=[O:23]. The catalyst is C(Cl)Cl. The product is [C:14]([CH:11]1[CH2:12][CH2:13][N:8]([C:7]2[C:6]([Cl:17])=[CH:5][N+:4]([O-:23])=[CH:3][C:2]=2[Cl:1])[CH2:9][CH2:10]1)(=[O:15])[NH2:16]. The yield is 0.190. (3) The reactants are [Cl:1][C:2]1[N:7]=[CH:6][C:5]([CH2:8][CH3:9])=[CH:4][N:3]=1.[Br:10]N1C(=O)CCC1=O.C(OOC(=O)C1C=CC=CC=1)(=O)C1C=CC=CC=1. The catalyst is C(Cl)(Cl)(Cl)Cl. The product is [Br:10][CH:8]([C:5]1[CH:4]=[N:3][C:2]([Cl:1])=[N:7][CH:6]=1)[CH3:9]. The yield is 0.360.